From a dataset of hERG potassium channel inhibition data for cardiac toxicity prediction from Karim et al.. Regression/Classification. Given a drug SMILES string, predict its toxicity properties. Task type varies by dataset: regression for continuous values (e.g., LD50, hERG inhibition percentage) or binary classification for toxic/non-toxic outcomes (e.g., AMES mutagenicity, cardiotoxicity, hepatotoxicity). Dataset: herg_karim. (1) The compound is CCOC(=O)C1=C(CN2CCOCC2C(N)=O)NC(c2nccs2)=NC1c1ccc(F)cc1Br. The result is 0 (non-blocker). (2) The molecule is O=C(c1ccccc1)N1CCN(c2ccc(OCCCN3CCCCC3)cc2)C(=O)C1. The result is 0 (non-blocker). (3) The drug is CCN(CC)C(=O)c1ccc(C(=C2CCN(Cc3ccc(F)cc3)CC2)c2ccccn2)cc1. The result is 1 (blocker). (4) The molecule is CC(C)(NC(=O)c1nn(-c2ccc(Cl)cc2Cl)c(-c2ccc(Cl)cc2)c1CO)c1noc(C(F)(F)F)n1. The result is 0 (non-blocker). (5) The drug is c1ccc(C(Cc2ccccc2OC2CC2)N2CCNCC2)cc1. The result is 1 (blocker). (6) The compound is C[C@@H](CO)Oc1cc(Oc2ccc(C(=O)N(C)C)cc2)cc(C(=O)Nc2ccn(C)n2)c1. The result is 0 (non-blocker).